Predict the reactants needed to synthesize the given product. From a dataset of Full USPTO retrosynthesis dataset with 1.9M reactions from patents (1976-2016). (1) Given the product [Cl:1][C:2]1[CH:7]=[C:6]([Cl:8])[CH:5]=[C:4]([Cl:9])[C:3]=1[CH2:10][Cl:14], predict the reactants needed to synthesize it. The reactants are: [Cl:1][C:2]1[CH:7]=[C:6]([Cl:8])[CH:5]=[C:4]([Cl:9])[C:3]=1[CH2:10]O.S(Cl)([Cl:14])=O.CN(C=O)C. (2) Given the product [CH3:37][O:38][C:39](=[O:57])[C@@H:40]([NH:56][C:31]([C@@H:15]1[CH2:14][C:13]2[CH:12]=[C:11]3[C:20]([O:21][C@@H:8]([C:5]4[CH:6]=[CH:7][C:2]([OH:1])=[CH:3][CH:4]=4)[C:9](=[O:35])[N:10]3[CH3:34])=[CH:19][C:18]=2[CH2:17][N:16]1[C@H:22]([C:25]1[CH:30]=[CH:29][CH:28]=[CH:27][CH:26]=1)[CH2:23][CH3:24])=[O:32])[CH2:41][C:42]1[CH:47]=[CH:46][C:45]([C:48]2[CH:53]=[CH:52][C:51]([C:54]#[N:55])=[CH:50][CH:49]=2)=[CH:44][CH:43]=1, predict the reactants needed to synthesize it. The reactants are: [OH:1][C:2]1[CH:7]=[CH:6][C:5]([C@@H:8]2[O:21][C:20]3[C:11](=[CH:12][C:13]4[CH2:14][C@@H:15]([C:31](O)=[O:32])[N:16]([C@H:22]([C:25]5[CH:30]=[CH:29][CH:28]=[CH:27][CH:26]=5)[CH2:23][CH3:24])[CH2:17][C:18]=4[CH:19]=3)[N:10]([CH3:34])[C:9]2=[O:35])=[CH:4][CH:3]=1.Cl.[CH3:37][O:38][C:39](=[O:57])[C@@H:40]([NH2:56])[CH2:41][C:42]1[CH:47]=[CH:46][C:45]([C:48]2[CH:53]=[CH:52][C:51]([C:54]#[N:55])=[CH:50][CH:49]=2)=[CH:44][CH:43]=1. (3) Given the product [CH3:22][O:20][C:17]([C:2]1[C:7]2[CH2:8][C:9]3[CH:16]=[CH:15][CH:14]=[CH:13][C:10]=3[NH:11][CH2:12][C:6]=2[CH:5]=[CH:4][CH:3]=1)=[O:19], predict the reactants needed to synthesize it. The reactants are: Br[C:2]1[C:7]2[CH2:8][C:9]3[CH:16]=[CH:15][CH:14]=[CH:13][C:10]=3[NH:11][CH2:12][C:6]=2[CH:5]=[CH:4][CH:3]=1.[C:17]([O-:20])(=[O:19])C.[K+].[CH3:22]O. (4) Given the product [CH3:1][N:2]([C:6]1[CH:7]=[CH:8][C:9]([O:12][C:13]([F:14])([F:15])[F:16])=[CH:10][CH:11]=1)[C:3](=[O:4])[O:38][CH2:37][C@@:36]([OH:40])([CH3:39])[CH2:35][N:28]1[CH:29]=[C:30]([N+:32]([O-:34])=[O:33])[N:31]=[C:27]1[Cl:26], predict the reactants needed to synthesize it. The reactants are: [CH3:1][N:2]([C:6]1[CH:11]=[CH:10][C:9]([O:12][C:13]([F:16])([F:15])[F:14])=[CH:8][CH:7]=1)[C:3](Cl)=[O:4].C(N(CC)C(C)C)(C)C.[Cl:26][C:27]1[N:28]([CH2:35][C@:36]([OH:40])([CH3:39])[CH2:37][OH:38])[CH:29]=[C:30]([N+:32]([O-:34])=[O:33])[N:31]=1. (5) Given the product [N+:11]([C:10]1[C:5]([C:3]2[N:4]=[C:17]([C:16]3[CH:20]=[C:21]([OH:24])[CH:22]=[CH:23][C:15]=3[OH:14])[O:1][N:2]=2)=[N:6][CH:7]=[CH:8][CH:9]=1)([O-:13])=[O:12], predict the reactants needed to synthesize it. The reactants are: [OH:1][NH:2][C:3]([C:5]1[C:10]([N+:11]([O-:13])=[O:12])=[CH:9][CH:8]=[CH:7][N:6]=1)=[NH:4].[OH:14][C:15]1[CH:23]=[CH:22][C:21]([OH:24])=[CH:20][C:16]=1[C:17](O)=O. (6) Given the product [F:24][C:25]([F:38])([F:37])[S:26]([O:23][C:14]1[C:13]2[C:18](=[CH:19][CH:20]=[C:11]([Br:10])[CH:12]=2)[O:17][C:16]([CH3:21])([CH3:22])[CH:15]=1)(=[O:28])=[O:27], predict the reactants needed to synthesize it. The reactants are: C(N(CC)C(C)C)(C)C.[Br:10][C:11]1[CH:12]=[C:13]2[C:18](=[CH:19][CH:20]=1)[O:17][C:16]([CH3:22])([CH3:21])[CH2:15][C:14]2=[O:23].[F:24][C:25]([F:38])([F:37])[S:26](O[S:26]([C:25]([F:38])([F:37])[F:24])(=[O:28])=[O:27])(=[O:28])=[O:27].O. (7) Given the product [C:19]([C:16]1[CH:17]=[CH:18][C:13]([CH2:12][NH:11][C:9](=[O:10])[CH:8]([C:5]2[CH:6]=[CH:7][C:2]([C:24]3[CH:29]=[CH:28][CH:27]=[CH:26][CH:25]=3)=[CH:3][C:4]=2[F:23])[O:21][CH3:22])=[CH:14][CH:15]=1)#[N:20], predict the reactants needed to synthesize it. The reactants are: Br[C:2]1[CH:7]=[CH:6][C:5]([CH:8]([O:21][CH3:22])[C:9]([NH:11][CH2:12][C:13]2[CH:18]=[CH:17][C:16]([C:19]#[N:20])=[CH:15][CH:14]=2)=[O:10])=[C:4]([F:23])[CH:3]=1.[C:24]1(B(O)O)[CH:29]=[CH:28][CH:27]=[CH:26][CH:25]=1.